Task: Predict hERG channel inhibition at various concentrations.. Dataset: hERG Central: cardiac toxicity at 1µM, 10µM, and general inhibition (1) The drug is Cc1nnc2c(SC(C)C)nc3ccccc3n12. Results: hERG_inhib (hERG inhibition (general)): blocker. (2) The compound is COC(=O)C(C)Oc1ccc2c3c(c(=O)oc2c1)CCCCC3. Results: hERG_inhib (hERG inhibition (general)): blocker. (3) The drug is O=C(Nc1cccc(F)c1)N1CCN(C/C=C/c2ccccc2)CC1. Results: hERG_inhib (hERG inhibition (general)): blocker. (4) The molecule is Cc1c(C(=O)NCc2ccccc2CN2CCCC2)oc2c(F)cccc12. Results: hERG_inhib (hERG inhibition (general)): blocker.